This data is from Reaction yield outcomes from USPTO patents with 853,638 reactions. The task is: Predict the reaction yield, written as a fraction of the theoretical maximum amount of product (1.0 means a 100% yield; for example, 0.34 means a 34% yield). (1) The reactants are [CH3:1][O:2][C:3](=[O:30])[CH:4]([N:8]([S:14][C:15]1[CH:20]=[CH:19][C:18]([O:21][CH2:22][C:23]2[CH:28]=[CH:27][CH:26]=[C:25]([Cl:29])[CH:24]=2)=[CH:17][CH:16]=1)[CH2:9][CH:10]=C(C)C)[CH:5]([OH:7])[CH3:6].I([O-])(=O)(=O)=O.[Na+].[O:37]1CCOC[CH2:38]1. The catalyst is [Os](=O)(=O)(=O)=O.O. The product is [CH3:1][O:2][C:3]([CH:4]1[CH:5]([CH3:6])[O:7][CH:10]([O:37][CH3:38])[CH2:9][N:8]1[S:14][C:15]1[CH:16]=[CH:17][C:18]([O:21][CH2:22][C:23]2[CH:28]=[CH:27][CH:26]=[C:25]([Cl:29])[CH:24]=2)=[CH:19][CH:20]=1)=[O:30]. The yield is 0.640. (2) The reactants are Br[CH2:2][C:3]([C:5]1[CH:10]=[CH:9][C:8]([C:11]([F:14])([F:13])[F:12])=[CH:7][CH:6]=1)=O.[C:15]([CH2:17][C:18]([NH2:20])=[S:19])#[N:16]. The yield is 0.480. No catalyst specified. The product is [F:12][C:11]([F:14])([F:13])[C:8]1[CH:9]=[CH:10][C:5]([C:3]2[N:20]=[C:18]([CH2:17][C:15]#[N:16])[S:19][CH:2]=2)=[CH:6][CH:7]=1. (3) The product is [O:1]=[S:2]1(=[O:27])[C:6]2[CH:7]=[C:8]([S:11]([N:14]3[C:18]([C:19]4[CH:24]=[CH:23][CH:22]=[CH:21][CH:20]=4)=[CH:17][C:16]([CH2:25][NH:31][CH3:30])=[CH:15]3)(=[O:13])=[O:12])[CH:9]=[CH:10][C:5]=2[CH2:4][CH2:3]1. The yield is 0.650. No catalyst specified. The reactants are [O:1]=[S:2]1(=[O:27])[C:6]2[CH:7]=[C:8]([S:11]([N:14]3[C:18]([C:19]4[CH:24]=[CH:23][CH:22]=[CH:21][CH:20]=4)=[CH:17][C:16]([CH:25]=O)=[CH:15]3)(=[O:13])=[O:12])[CH:9]=[CH:10][C:5]=2[CH2:4][CH2:3]1.CO.[CH3:30][NH2:31].[BH4-].[Na+].